This data is from NCI-60 drug combinations with 297,098 pairs across 59 cell lines. The task is: Regression. Given two drug SMILES strings and cell line genomic features, predict the synergy score measuring deviation from expected non-interaction effect. (1) Drug 1: C1CCC(C1)C(CC#N)N2C=C(C=N2)C3=C4C=CNC4=NC=N3. Drug 2: CN(CCCl)CCCl.Cl. Cell line: SNB-75. Synergy scores: CSS=-2.63, Synergy_ZIP=1.85, Synergy_Bliss=0.653, Synergy_Loewe=-3.15, Synergy_HSA=-3.02. (2) Drug 1: C1CC(=O)NC(=O)C1N2CC3=C(C2=O)C=CC=C3N. Drug 2: CC1=C2C(C(=O)C3(C(CC4C(C3C(C(C2(C)C)(CC1OC(=O)C(C(C5=CC=CC=C5)NC(=O)C6=CC=CC=C6)O)O)OC(=O)C7=CC=CC=C7)(CO4)OC(=O)C)O)C)OC(=O)C. Cell line: OVCAR-5. Synergy scores: CSS=40.3, Synergy_ZIP=0.233, Synergy_Bliss=3.00, Synergy_Loewe=4.15, Synergy_HSA=4.28. (3) Drug 1: CC12CCC(CC1=CCC3C2CCC4(C3CC=C4C5=CN=CC=C5)C)O. Drug 2: C1=CC(=C2C(=C1NCCNCCO)C(=O)C3=C(C=CC(=C3C2=O)O)O)NCCNCCO. Cell line: SR. Synergy scores: CSS=62.9, Synergy_ZIP=-2.99, Synergy_Bliss=-3.59, Synergy_Loewe=-9.37, Synergy_HSA=-2.19. (4) Drug 1: CCC1(CC2CC(C3=C(CCN(C2)C1)C4=CC=CC=C4N3)(C5=C(C=C6C(=C5)C78CCN9C7C(C=CC9)(C(C(C8N6C=O)(C(=O)OC)O)OC(=O)C)CC)OC)C(=O)OC)O.OS(=O)(=O)O. Drug 2: CC(C)(C#N)C1=CC(=CC(=C1)CN2C=NC=N2)C(C)(C)C#N. Cell line: KM12. Synergy scores: CSS=45.5, Synergy_ZIP=2.24, Synergy_Bliss=1.89, Synergy_Loewe=-9.53, Synergy_HSA=-1.44. (5) Drug 1: CC1CCC2CC(C(=CC=CC=CC(CC(C(=O)C(C(C(=CC(C(=O)CC(OC(=O)C3CCCCN3C(=O)C(=O)C1(O2)O)C(C)CC4CCC(C(C4)OC)O)C)C)O)OC)C)C)C)OC. Drug 2: CC1=C(N=C(N=C1N)C(CC(=O)N)NCC(C(=O)N)N)C(=O)NC(C(C2=CN=CN2)OC3C(C(C(C(O3)CO)O)O)OC4C(C(C(C(O4)CO)O)OC(=O)N)O)C(=O)NC(C)C(C(C)C(=O)NC(C(C)O)C(=O)NCCC5=NC(=CS5)C6=NC(=CS6)C(=O)NCCC[S+](C)C)O. Cell line: PC-3. Synergy scores: CSS=14.8, Synergy_ZIP=-8.28, Synergy_Bliss=-5.62, Synergy_Loewe=-3.09, Synergy_HSA=-2.66. (6) Drug 1: C1=CN(C(=O)N=C1N)C2C(C(C(O2)CO)O)O.Cl. Cell line: MOLT-4. Synergy scores: CSS=69.9, Synergy_ZIP=0.0628, Synergy_Bliss=-0.0681, Synergy_Loewe=-8.24, Synergy_HSA=-0.0658. Drug 2: C1CN(P(=O)(OC1)NCCCl)CCCl. (7) Drug 1: CCC1=CC2CC(C3=C(CN(C2)C1)C4=CC=CC=C4N3)(C5=C(C=C6C(=C5)C78CCN9C7C(C=CC9)(C(C(C8N6C)(C(=O)OC)O)OC(=O)C)CC)OC)C(=O)OC.C(C(C(=O)O)O)(C(=O)O)O. Drug 2: C#CCC(CC1=CN=C2C(=N1)C(=NC(=N2)N)N)C3=CC=C(C=C3)C(=O)NC(CCC(=O)O)C(=O)O. Cell line: OVCAR-5. Synergy scores: CSS=41.9, Synergy_ZIP=-2.35, Synergy_Bliss=-5.98, Synergy_Loewe=-4.16, Synergy_HSA=-4.11. (8) Drug 1: CCC1=C2CN3C(=CC4=C(C3=O)COC(=O)C4(CC)O)C2=NC5=C1C=C(C=C5)O. Drug 2: C1CN(P(=O)(OC1)NCCCl)CCCl. Cell line: HS 578T. Synergy scores: CSS=24.3, Synergy_ZIP=-3.66, Synergy_Bliss=4.06, Synergy_Loewe=-88.9, Synergy_HSA=-0.0769. (9) Drug 1: CC1CCC2CC(C(=CC=CC=CC(CC(C(=O)C(C(C(=CC(C(=O)CC(OC(=O)C3CCCCN3C(=O)C(=O)C1(O2)O)C(C)CC4CCC(C(C4)OC)OCCO)C)C)O)OC)C)C)C)OC. Drug 2: C1=NNC2=C1C(=O)NC=N2. Cell line: SF-539. Synergy scores: CSS=11.4, Synergy_ZIP=2.28, Synergy_Bliss=-4.57, Synergy_Loewe=-71.0, Synergy_HSA=-3.82.